The task is: Predict which catalyst facilitates the given reaction.. This data is from Catalyst prediction with 721,799 reactions and 888 catalyst types from USPTO. (1) Reactant: [C:1]([O:9][C@@H:10]1[C@@H:33]([O:34][C:35](=[O:42])[C:36]2[CH:41]=[CH:40][CH:39]=[CH:38][CH:37]=2)[C@H:32]([O:43][C:44](=[O:51])[C:45]2[CH:50]=[CH:49][CH:48]=[CH:47][CH:46]=2)[C@@H:31]([C@@H:52]([CH3:62])[O:53][C:54](=[O:61])[C:55]2[CH:60]=[CH:59][CH:58]=[CH:57][CH:56]=2)[O:30][C@H:11]1[O:12][C:13]1[CH:18]=[C:17]([CH:19]=[O:20])[CH:16]=[CH:15][C:14]=1[CH2:21][C:22]1[CH:27]=[CH:26][C:25]([O:28][CH3:29])=[CH:24][CH:23]=1)(=[O:8])[C:2]1[CH:7]=[CH:6][CH:5]=[CH:4][CH:3]=1.[CH3:63][Mg]Br.[Cl-].[NH4+].C(OCC)(=O)C. Product: [C:1]([O:9][C@@H:10]1[C@@H:33]([O:34][C:35](=[O:42])[C:36]2[CH:41]=[CH:40][CH:39]=[CH:38][CH:37]=2)[C@H:32]([O:43][C:44](=[O:51])[C:45]2[CH:46]=[CH:47][CH:48]=[CH:49][CH:50]=2)[C@@H:31]([C@@H:52]([CH3:62])[O:53][C:54](=[O:61])[C:55]2[CH:60]=[CH:59][CH:58]=[CH:57][CH:56]=2)[O:30][C@H:11]1[O:12][C:13]1[CH:18]=[C:17]([CH:19]([OH:20])[CH3:63])[CH:16]=[CH:15][C:14]=1[CH2:21][C:22]1[CH:23]=[CH:24][C:25]([O:28][CH3:29])=[CH:26][CH:27]=1)(=[O:8])[C:2]1[CH:3]=[CH:4][CH:5]=[CH:6][CH:7]=1. The catalyst class is: 7. (2) Reactant: [Cl:1][C:2]1[CH:3]=[C:4]([N:9]2[C:18]3[C:13](=[CH:14][C:15]([F:26])=[C:16]([N:19]4[CH2:24][CH2:23][N:22]([CH3:25])[CH2:21][CH2:20]4)[CH:17]=3)[C:12](=[O:27])[N:11]([O:28]CC3C=CC=CC=3)[C:10]2=[O:36])[CH:5]=[CH:6][C:7]=1[F:8]. Product: [Cl:1][C:2]1[CH:3]=[C:4]([N:9]2[C:18]3[C:13](=[CH:14][C:15]([F:26])=[C:16]([N:19]4[CH2:24][CH2:23][N:22]([CH3:25])[CH2:21][CH2:20]4)[CH:17]=3)[C:12](=[O:27])[N:11]([OH:28])[C:10]2=[O:36])[CH:5]=[CH:6][C:7]=1[F:8]. The catalyst class is: 45. (3) Reactant: C(OC(=O)[NH:6][C:7]1[CH:12]=[CH:11][CH:10]=[C:9]([C:13]2[N:14]=[C:15]([CH3:36])[S:16][C:17]=2[C:18]2[CH:23]=[CH:22][N:21]=[C:20]([NH:24][C:25]3[CH:34]=[C:33]4[C:28]([CH2:29][CH2:30][N:31]([CH3:35])[CH2:32]4)=[CH:27][CH:26]=3)[N:19]=2)[CH:8]=1)C=C.C([SnH](CCCC)CCCC)CCC.O. Product: [NH2:6][C:7]1[CH:8]=[C:9]([C:13]2[N:14]=[C:15]([CH3:36])[S:16][C:17]=2[C:18]2[CH:23]=[CH:22][N:21]=[C:20]([NH:24][C:25]3[CH:34]=[C:33]4[C:28]([CH2:29][CH2:30][N:31]([CH3:35])[CH2:32]4)=[CH:27][CH:26]=3)[N:19]=2)[CH:10]=[CH:11][CH:12]=1. The catalyst class is: 532. (4) Reactant: [F:1][C:2]1[CH:7]=[CH:6][C:5]([O:8][C:9](=[O:23])[N:10]([CH2:12][C@H:13]2[CH2:18][CH2:17][C@H:16]([C:19]#[C:20][CH2:21]Cl)[CH2:15][CH2:14]2)[CH3:11])=[CH:4][CH:3]=1.[Na+].[I-].[CH3:26][NH:27][CH2:28][CH2:29][CH3:30]. Product: [F:1][C:2]1[CH:7]=[CH:6][C:5]([O:8][C:9](=[O:23])[N:10]([CH3:11])[CH2:12][C@H:13]2[CH2:18][CH2:17][C@H:16]([C:19]#[C:20][CH2:21][N:27]([CH3:26])[CH2:28][CH2:29][CH3:30])[CH2:15][CH2:14]2)=[CH:4][CH:3]=1. The catalyst class is: 5.